Dataset: Forward reaction prediction with 1.9M reactions from USPTO patents (1976-2016). Task: Predict the product of the given reaction. (1) Given the reactants Br[CH2:2][C:3]([C:5]1[CH:10]=[CH:9][CH:8]=[C:7]([F:11])[CH:6]=1)=[O:4].[S-:12][C:13]#[N:14].[K+].O, predict the reaction product. The product is: [F:11][C:7]1[CH:6]=[C:5]([C:3](=[O:4])[CH2:2][S:12][C:13]#[N:14])[CH:10]=[CH:9][CH:8]=1. (2) Given the reactants [CH:1]([C:3]1[CH:4]=[C:5]([CH:10]=[CH:11][CH:12]=1)[C:6]([O:8][CH3:9])=[O:7])=O.[NH:13]1[C:17]2[CH:18]=[CH:19][CH:20]=[CH:21][C:16]=2[N:15]=[N:14]1.[CH2:22]([N:25]1[CH2:30][C@@H:29]([CH3:31])[NH:28][CH2:27][C@@H:26]1[CH3:32])[CH:23]=[CH2:24].C1(C)C=CC=CC=1, predict the reaction product. The product is: [CH3:9][O:8][C:6](=[O:7])[C:5]1[CH:10]=[CH:11][CH:12]=[C:3]([C@@H:1]([N:28]2[CH2:27][C@@H:26]([CH3:32])[N:25]([CH2:22][CH:23]=[CH2:24])[CH2:30][C@@H:29]2[CH3:31])[N:13]2[C:17]3[CH:18]=[CH:19][CH:20]=[CH:21][C:16]=3[N:15]=[N:14]2)[CH:4]=1. (3) Given the reactants [Br:1][C:2]1[CH:9]=[CH:8][C:5]([CH:6]=[O:7])=[C:4]([O:10][C:11]2[CH:16]=[CH:15][C:14]([Cl:17])=[C:13]([CH3:18])[C:12]=2[CH3:19])[CH:3]=1.O.[C:21]1(C)C=CC(S(O)(=O)=O)=CC=1.[C:32]([O-:35])([O-])=O.[Na+].[Na+], predict the reaction product. The product is: [Br:1][C:2]1[CH:9]=[CH:8][C:5]([CH:6]([O:35][CH3:32])[O:7][CH3:21])=[C:4]([CH:3]=1)[O:10][C:11]1[CH:16]=[CH:15][C:14]([Cl:17])=[C:13]([CH3:18])[C:12]=1[CH3:19]. (4) Given the reactants [C:1]1([CH2:7][O:8][C:9]2[CH:17]=[CH:16][CH:15]=[C:14]3[C:10]=2[CH:11]=[N:12][NH:13]3)[CH:6]=[CH:5][CH:4]=[CH:3][CH:2]=1.[CH3:18][C:19]1[CH:20]=[C:21](B(O)O)[CH:22]=[CH:23][C:24]=1[O:25][CH3:26].N1C=CC=CC=1, predict the reaction product. The product is: [CH3:18][C:19]1[CH:20]=[C:21]([N:13]2[C:14]3[C:10](=[C:9]([O:8][CH2:7][C:1]4[CH:2]=[CH:3][CH:4]=[CH:5][CH:6]=4)[CH:17]=[CH:16][CH:15]=3)[CH:11]=[N:12]2)[CH:22]=[CH:23][C:24]=1[O:25][CH3:26]. (5) Given the reactants [CH3:1][C:2]1[N:3]([C:13]([C:26]2[CH:31]=[CH:30][CH:29]=[CH:28][CH:27]=2)([C:20]2[CH:25]=[CH:24][CH:23]=[CH:22][CH:21]=2)[C:14]2[CH:19]=[CH:18][CH:17]=[CH:16][CH:15]=2)[CH:4]=[C:5]([C:7]2[S:8][CH:9]=[CH:10][C:11]=2[NH2:12])[N:6]=1.[CH3:32][O:33][C:34]1[CH:39]=[CH:38][C:37]([CH2:40][C:41](O)=[O:42])=[CH:36][CH:35]=1, predict the reaction product. The product is: [CH3:32][O:33][C:34]1[CH:39]=[CH:38][C:37]([CH2:40][C:41]([NH:12][C:11]2[CH:10]=[CH:9][S:8][C:7]=2[C:5]2[N:6]=[C:2]([CH3:1])[N:3]([C:13]([C:14]3[CH:19]=[CH:18][CH:17]=[CH:16][CH:15]=3)([C:26]3[CH:31]=[CH:30][CH:29]=[CH:28][CH:27]=3)[C:20]3[CH:21]=[CH:22][CH:23]=[CH:24][CH:25]=3)[CH:4]=2)=[O:42])=[CH:36][CH:35]=1. (6) Given the reactants [C:1]1([C:9]2[CH:14]=[CH:13][CH:12]=[CH:11][CH:10]=2)[CH:6]=[CH:5][C:4]([CH:7]=O)=[CH:3][CH:2]=1.[NH2:15][C:16]1[N:17]=[N:18][C:19]([CH3:22])=[CH:20][CH:21]=1.C([O:25][C:26](=O)[C:27]([OH:40])=[CH:28][C:29]([C:31]1[CH:36]=[CH:35][C:34]([CH:37]([CH3:39])[CH3:38])=[CH:33][CH:32]=1)=[O:30])C, predict the reaction product. The product is: [C:1]1([C:9]2[CH:14]=[CH:13][CH:12]=[CH:11][CH:10]=2)[CH:6]=[CH:5][C:4]([CH:7]2[N:15]([C:16]3[N:17]=[N:18][C:19]([CH3:22])=[CH:20][CH:21]=3)[C:26](=[O:25])[C:27]([OH:40])=[C:28]2[C:29](=[O:30])[C:31]2[CH:32]=[CH:33][C:34]([CH:37]([CH3:38])[CH3:39])=[CH:35][CH:36]=2)=[CH:3][CH:2]=1. (7) Given the reactants [N+:1]([C:4]1[CH:5]=[N:6][CH:7]=[CH:8][C:9]=1[C:10]1[CH2:15][CH2:14][CH:13]([OH:16])[CH2:12][CH:11]=1)([O-:3])=[O:2].CCN(C(C)C)C(C)C.[CH3:26][S:27](Cl)(=[O:29])=[O:28], predict the reaction product. The product is: [CH3:26][S:27]([O:16][CH:13]1[CH2:14][CH2:15][C:10]([C:9]2[CH:8]=[CH:7][N:6]=[CH:5][C:4]=2[N+:1]([O-:3])=[O:2])=[CH:11][CH2:12]1)(=[O:29])=[O:28].